Predict the reactants needed to synthesize the given product. From a dataset of Full USPTO retrosynthesis dataset with 1.9M reactions from patents (1976-2016). (1) Given the product [OH:1][C:2]1[CH:11]=[CH:10][C:9]2[C:4](=[CH:5][CH:6]=[CH:7][CH:8]=2)[C:3]=1[CH:12]=[C:15]1[C:14](=[O:25])[O:26][C:17]([C:19]2[CH:20]=[CH:21][CH:22]=[CH:23][CH:24]=2)=[N:16]1, predict the reactants needed to synthesize it. The reactants are: [OH:1][C:2]1[CH:11]=[CH:10][C:9]2[C:4](=[CH:5][CH:6]=[CH:7][CH:8]=2)[C:3]=1[CH:12]=O.[C:14]([OH:26])(=[O:25])[CH2:15][NH:16][C:17]([C:19]1[CH:24]=[CH:23][CH:22]=[CH:21][CH:20]=1)=O.C([O-])(=O)C.[Na+].C(OC(=O)C)(=O)C. (2) Given the product [Cl:37][C:22]1[C:23]([NH:25][C:26]2[CH:31]=[CH:30][CH:29]=[CH:28][C:27]=2[S:32]([NH:35][CH3:36])(=[O:34])=[O:33])=[N:24][C:19]([NH:1][C:2]2[CH:3]=[C:4]3[C:10](=[CH:11][CH:12]=2)[CH:9]2[CH2:13][CH2:14][CH:5]3[CH2:6][N:7]([CH2:15][C:16]#[N:17])[CH2:8]2)=[N:20][CH:21]=1, predict the reactants needed to synthesize it. The reactants are: [NH2:1][C:2]1[CH:3]=[C:4]2[C:10](=[CH:11][CH:12]=1)[CH:9]1[CH2:13][CH2:14][CH:5]2[CH2:6][N:7]([CH2:15][C:16]#[N:17])[CH2:8]1.Cl[C:19]1[N:24]=[C:23]([NH:25][C:26]2[CH:31]=[CH:30][CH:29]=[CH:28][C:27]=2[S:32]([NH:35][CH3:36])(=[O:34])=[O:33])[C:22]([Cl:37])=[CH:21][N:20]=1.Cl.O1CCOCC1. (3) Given the product [CH2:1]([O:8][C@@H:9]1[C@@H:14]([O:15][CH2:16][C:17]2[CH:22]=[CH:21][CH:20]=[CH:19][CH:18]=2)[C@H:13]([O:23][CH2:24][C:25]2[CH:30]=[CH:29][CH:28]=[CH:27][CH:26]=2)[C@@H:12]([CH2:31][O:32][CH2:33][C:34]2[CH:35]=[CH:36][CH:37]=[CH:38][CH:39]=2)[O:11][C@H:10]1[C:40]1[CH:45]=[C:44]([CH:43]=[C:42]([F:48])[CH:41]=1)[CH:46]=[O:47])[C:2]1[CH:3]=[CH:4][CH:5]=[CH:6][CH:7]=1, predict the reactants needed to synthesize it. The reactants are: [CH2:1]([O:8][C@@H:9]1[C@@H:14]([O:15][CH2:16][C:17]2[CH:22]=[CH:21][CH:20]=[CH:19][CH:18]=2)[C@H:13]([O:23][CH2:24][C:25]2[CH:30]=[CH:29][CH:28]=[CH:27][CH:26]=2)[C@@H:12]([CH2:31][O:32][CH2:33][C:34]2[CH:39]=[CH:38][CH:37]=[CH:36][CH:35]=2)[O:11][C@H:10]1[C:40]1[CH:45]=[C:44]([CH2:46][OH:47])[CH:43]=[C:42]([F:48])[CH:41]=1)[C:2]1[CH:7]=[CH:6][CH:5]=[CH:4][CH:3]=1. (4) Given the product [OH:43][C:40]([C:36]1[CH:35]=[C:34]([C:2]2[CH:11]=[CH:10][C:9]3[N:8]=[CH:7][C:6]4[N:12]([CH3:25])[C:13](=[O:24])[N:14]([C:15]5[C:16]([CH3:23])=[N:17][N:18]([CH:20]([CH3:21])[CH3:22])[CH:19]=5)[C:5]=4[C:4]=3[CH:3]=2)[CH:39]=[N:38][CH:37]=1)([CH3:42])[CH3:41], predict the reactants needed to synthesize it. The reactants are: Br[C:2]1[CH:11]=[CH:10][C:9]2[N:8]=[CH:7][C:6]3[N:12]([CH3:25])[C:13](=[O:24])[N:14]([C:15]4[C:16]([CH3:23])=[N:17][N:18]([CH:20]([CH3:22])[CH3:21])[CH:19]=4)[C:5]=3[C:4]=2[CH:3]=1.CC1(C)C(C)(C)OB([C:34]2[CH:35]=[C:36]([C:40]([OH:43])([CH3:42])[CH3:41])[CH:37]=[N:38][CH:39]=2)O1. (5) Given the product [F:43][C:44]1[CH:49]=[C:48]([F:50])[CH:47]=[CH:46][C:45]=1[C:51]1[N:52]=[C:53]2[N:57]([C:58]=1[C:2]1[CH:3]=[CH:4][C:5]3[O:9][N:8]=[C:7]([CH:10]([CH3:12])[CH3:11])[C:6]=3[CH:13]=1)[CH:56]=[CH:55][O:54]2, predict the reactants needed to synthesize it. The reactants are: Br[C:2]1[CH:3]=[CH:4][C:5]2[O:9][N:8]=[C:7]([CH:10]([CH3:12])[CH3:11])[C:6]=2[CH:13]=1.B1(B2OC(C)(C)C(C)(C)O2)OC(C)(C)C(C)(C)O1.C([O-])(=O)C.[K+].C(=O)([O-])[O-].[Cs+].[Cs+].[F:43][C:44]1[CH:49]=[C:48]([F:50])[CH:47]=[CH:46][C:45]=1[C:51]1[N:52]=[C:53]2[N:57]([C:58]=1I)[CH:56]=[CH:55][O:54]2. (6) Given the product [NH2:69][C:70]1[N:71]=[CH:72][N:73]=[C:74]([NH:42][CH:43]([C:45]2[C:54]([C:55]3[CH:60]=[CH:59][CH:58]=[CH:57][CH:56]=3)=[C:53]([C:61]([NH:63][CH2:64][CH:65]3[CH2:67][CH2:66]3)=[O:62])[C:52]3[C:47](=[CH:48][CH:49]=[C:50]([F:68])[CH:51]=3)[N:46]=2)[CH3:44])[C:75]=1[C:76]#[N:77], predict the reactants needed to synthesize it. The reactants are: C1(CNC(C2C3C(=CC=C(F)C=3)N=C(C(NC(=O)OC(C)(C)C)C)C=2C2C=CC=CC=2)=O)CC1.C(O)(C(F)(F)F)=O.[NH2:42][CH:43]([C:45]1[C:54]([C:55]2[CH:60]=[CH:59][CH:58]=[CH:57][CH:56]=2)=[C:53]([C:61]([NH:63][CH2:64][CH:65]2[CH2:67][CH2:66]2)=[O:62])[C:52]2[C:47](=[CH:48][CH:49]=[C:50]([F:68])[CH:51]=2)[N:46]=1)[CH3:44].[NH2:69][C:70]1[C:75]([C:76]#[N:77])=[C:74](Cl)[N:73]=[CH:72][N:71]=1.CCN(C(C)C)C(C)C. (7) Given the product [CH2:30]([C:8]1[C:7]([O:6][C:2]([F:14])([F:1])[CH:3]([F:4])[F:5])=[CH:12][CH:11]=[CH:10][C:9]=1[CH2:13][Br:15])[CH3:34], predict the reactants needed to synthesize it. The reactants are: [F:1][C:2]([F:14])([O:6][C:7]1[CH:8]=[C:9]([CH3:13])[CH:10]=[CH:11][CH:12]=1)[CH:3]([F:5])[F:4].[Br:15]N1C(=O)CCC1=O.N([C:30]([CH3:34])(C)C#N)=NC(C)(C)C#N.